The task is: Predict the reaction yield, written as a fraction of the theoretical maximum amount of product (1.0 means a 100% yield; for example, 0.34 means a 34% yield).. This data is from Reaction yield outcomes from USPTO patents with 853,638 reactions. The reactants are [F:1][C:2]1[CH:7]=[CH:6][C:5]([CH2:8][C:9]([N:11]2[C@H:15]([CH:16]([CH3:18])[CH3:17])[CH2:14][O:13][C:12]2=[O:19])=[O:10])=[CH:4][CH:3]=1.[CH3:20][Si]([N-][Si](C)(C)C)(C)C.[Na+].CC(O)=O. The catalyst is C1COCC1.CCOCC. The product is [F:1][C:2]1[CH:7]=[CH:6][C:5]([C@@H:8]([CH3:20])[C:9]([N:11]2[C@H:15]([CH:16]([CH3:17])[CH3:18])[CH2:14][O:13][C:12]2=[O:19])=[O:10])=[CH:4][CH:3]=1. The yield is 0.580.